From a dataset of Reaction yield outcomes from USPTO patents with 853,638 reactions. Predict the reaction yield, written as a fraction of the theoretical maximum amount of product (1.0 means a 100% yield; for example, 0.34 means a 34% yield). (1) The reactants are [CH2:1]=[CH:2][C:3]1[CH:8]=[CH:7][CH:6]=[CH:5][CH:4]=1.C=CCCCC.CO.Cl. The catalyst is C1(C)C=CC=CC=1.[Ti].C1(C(C2([B-](C3C(F)=C(F)C(F)=C(F)C=3F)(C3C(F)=C(F)C(F)=C(F)C=3F)C3C(F)=C(F)C(F)=C(F)C=3F)C(F)=C(F)C(F)=C(F)C2F)(C2C=CC=CC=2)C2C=CC=CC=2)C=CC=CC=1. The product is [CH2:1]=[CH:2][CH2:3][CH2:4][CH2:5][CH3:6].[CH2:1]=[CH:2][C:3]1[CH:8]=[CH:7][CH:6]=[CH:5][CH:4]=1. The yield is 0.609. (2) The reactants are O.[OH-].[Li+].[O:4]=[C:5]1[C:14]2[NH:15][CH:16]=[CH:17][C:13]=2[C:12]2[CH:11]=[CH:10][CH:9]=[CH:8][C:7]=2[NH:6]1.C([C:20]([O-:22])=[O:21])C. The catalyst is C(O)C.O. The product is [O:4]=[C:5]1[C:14]2[NH:15][CH:16]=[C:17]([C:20]([OH:22])=[O:21])[C:13]=2[C:12]2[CH:11]=[CH:10][CH:9]=[CH:8][C:7]=2[NH:6]1. The yield is 1.00. (3) The reactants are [Cl:1][C:2]1[CH:7]=[C:6]([O:8][C:9]2[C:18]3[C:13](=[CH:14][C:15]([O:23][CH3:24])=[C:16]([C:19]([O:21][CH3:22])=[O:20])[CH:17]=3)[N:12]=[CH:11][CH:10]=2)[CH:5]=[CH:4][C:3]=1[NH:25][C:26](=O)[O:27]C1C=CC=CC=1.[CH2:35]([NH2:37])[CH3:36].O. The catalyst is CN(C)C=O.C(OCC)(=O)C.CCCCCC. The product is [Cl:1][C:2]1[CH:7]=[C:6]([CH:5]=[CH:4][C:3]=1[NH:25][C:26]([NH:37][CH2:35][CH3:36])=[O:27])[O:8][C:9]1[C:18]2[C:13](=[CH:14][C:15]([O:23][CH3:24])=[C:16]([C:19]([O:21][CH3:22])=[O:20])[CH:17]=2)[N:12]=[CH:11][CH:10]=1. The yield is 0.930. (4) The reactants are [Cl:1][C:2]1[CH:7]=[CH:6][C:5]([C:8]2[C:9]([CH3:14])=[N:10][NH:11][C:12]=2[NH2:13])=[CH:4][CH:3]=1.[CH3:15][O:16][C:17]1[CH:22]=[CH:21][C:20]([C:23](=O)[CH2:24][C:25](OC)=[O:26])=[CH:19][CH:18]=1. The catalyst is CC(O)=O. The product is [Cl:1][C:2]1[CH:3]=[CH:4][C:5]([C:8]2[C:9]([CH3:14])=[N:10][N:11]3[C:25](=[O:26])[CH:24]=[C:23]([C:20]4[CH:19]=[CH:18][C:17]([O:16][CH3:15])=[CH:22][CH:21]=4)[NH:13][C:12]=23)=[CH:6][CH:7]=1. The yield is 0.360. (5) The reactants are I.[NH2:2][CH2:3][CH2:4][NH:5][C:6]1[C:7]([C:11]2[N:15]([C:16]3[CH:21]=[CH:20][CH:19]=[C:18]([C:22]([F:25])([F:24])[F:23])[CH:17]=3)C(=O)[O:13][N:12]=2)=[N:8][O:9][N:10]=1.Cl[S:28]([NH:31]C(=O)OC(C)(C)C)(=[O:30])=[O:29].C(N(CC)CC)C.FC(F)(F)C(O)=O.[OH-].[Na+].O.C(O)(=O)C. The catalyst is ClCCl. The product is [NH2:31][S:28]([NH:2][CH2:3][CH2:4][NH:5][C:6]1[C:7]([C:11](=[N:12][OH:13])[NH:15][C:16]2[CH:21]=[CH:20][CH:19]=[C:18]([C:22]([F:25])([F:24])[F:23])[CH:17]=2)=[N:8][O:9][N:10]=1)(=[O:30])=[O:29]. The yield is 0.390. (6) The reactants are [CH3:1][C:2]1([CH3:28])[O:7][CH2:6][CH:5]([CH2:8][O:9][C:10]2[CH:15]=[CH:14][N:13]=[C:12]([CH2:16][S:17][C:18]3[NH:22][C:21]4[CH:23]=[CH:24][CH:25]=[CH:26][C:20]=4[N:19]=3)[C:11]=2[CH3:27])[CH2:4][O:3]1.ClC1C=CC=C(C(OO)=[O:37])C=1.C(=O)([O-])O.[Na+]. The catalyst is CO.C1(C)C=CC=CC=1. The product is [CH3:1][C:2]1([CH3:28])[O:3][CH2:4][CH:5]([CH2:8][O:9][C:10]2[CH:15]=[CH:14][N:13]=[C:12]([CH2:16][S:17]([C:18]3[NH:19][C:20]4[CH:26]=[CH:25][CH:24]=[CH:23][C:21]=4[N:22]=3)=[O:37])[C:11]=2[CH3:27])[CH2:6][O:7]1. The yield is 0.862. (7) The product is [Cl:29][C:30]1[CH:35]=[C:34]([CH2:36][N:6]2[C:2]([CH3:1])=[N:3][C:4]([C:7]3[S:8][CH:9]=[C:10]([C:12]4[CH:13]=[CH:14][C:15]([O:18][C:19]([F:22])([F:20])[F:21])=[CH:16][CH:17]=4)[N:11]=3)=[N:5]2)[CH:33]=[CH:32][N:31]=1. The reactants are [CH3:1][C:2]1[NH:6][N:5]=[C:4]([C:7]2[S:8][CH:9]=[C:10]([C:12]3[CH:17]=[CH:16][C:15]([O:18][C:19]([F:22])([F:21])[F:20])=[CH:14][CH:13]=3)[N:11]=2)[N:3]=1.C([O-])([O-])=O.[Cs+].[Cs+].[Cl:29][C:30]1[CH:35]=[C:34]([CH2:36]Cl)[CH:33]=[CH:32][N:31]=1. The catalyst is CN(C=O)C.O. The yield is 0.506.